Dataset: Catalyst prediction with 721,799 reactions and 888 catalyst types from USPTO. Task: Predict which catalyst facilitates the given reaction. (1) Reactant: [CH:1]1([CH2:6][CH:7]([C:22]2[CH:27]=[CH:26][C:25]([S:28](Cl)(=[O:30])=[O:29])=[CH:24][CH:23]=2)[C:8](=[O:21])[NH:9][C:10]2[S:11][C:12]3[C:17]([N:18]=2)=[CH:16][CH:15]=[C:14]([O:19][CH3:20])[N:13]=3)[CH2:5][CH2:4][CH2:3][CH2:2]1.[CH2:32]([O:34][C:35]([CH:37]1[CH2:42][CH2:41][NH:40][CH2:39][CH2:38]1)=[O:36])[CH3:33].C(N(C(C)C)CC)(C)C. Product: [CH2:32]([O:34][C:35]([CH:37]1[CH2:42][CH2:41][N:40]([S:28]([C:25]2[CH:24]=[CH:23][C:22]([CH:7]([C:8](=[O:21])[NH:9][C:10]3[S:11][C:12]4[C:17]([N:18]=3)=[CH:16][CH:15]=[C:14]([O:19][CH3:20])[N:13]=4)[CH2:6][CH:1]3[CH2:2][CH2:3][CH2:4][CH2:5]3)=[CH:27][CH:26]=2)(=[O:30])=[O:29])[CH2:39][CH2:38]1)=[O:36])[CH3:33]. The catalyst class is: 4. (2) Reactant: CO.[OH-].[Na+:4].C[O:6][C:7](=[O:43])[CH2:8][C:9]1[CH:14]=[CH:13][C:12]([C:15]2[CH:20]=[CH:19][C:18]([C:21]([CH2:39][CH3:40])([C:24]3[CH:29]=[CH:28][C:27](/[CH:30]=[CH:31]/[C:32]4([OH:37])[CH2:36][CH2:35][CH2:34][CH2:33]4)=[C:26]([CH3:38])[CH:25]=3)[CH2:22][CH3:23])=[CH:17][C:16]=2[CH3:41])=[CH:11][C:10]=1[F:42].[Cl-].[NH4+]. Product: [CH2:22]([C:21]([C:18]1[CH:19]=[CH:20][C:15]([C:12]2[CH:13]=[CH:14][C:9]([CH2:8][C:7]([O-:43])=[O:6])=[C:10]([F:42])[CH:11]=2)=[C:16]([CH3:41])[CH:17]=1)([C:24]1[CH:29]=[CH:28][C:27](/[CH:30]=[CH:31]/[C:32]2([OH:37])[CH2:36][CH2:35][CH2:34][CH2:33]2)=[C:26]([CH3:38])[CH:25]=1)[CH2:39][CH3:40])[CH3:23].[Na+:4]. The catalyst class is: 7. (3) Reactant: [CH:1]1[C:6]([NH:7]/[C:8](/[NH2:33])=[N:9]/[C:10]([NH2:32])=[N:11][CH2:12][CH2:13][CH2:14][CH2:15][CH2:16][CH2:17][N:18]=[C:19](/[N:21]=[C:22](\[NH:24][C:25]2[CH:30]=[CH:29][C:28]([Cl:31])=[CH:27][CH:26]=2)/[NH2:23])[NH2:20])=[CH:5][CH:4]=[C:3]([Cl:34])[CH:2]=1.[C:35]([OH:48])(=[O:47])[CH2:36][CH2:37][CH2:38][CH2:39][CH2:40][CH2:41][CH2:42][CH2:43][CH2:44][CH2:45][CH3:46]. Product: [CH:26]1[C:25]([NH:24][C:22]([NH:21][C:19]([NH:18][CH2:17][CH2:16][CH2:15][CH2:14][CH2:13][CH2:12][NH:11][C:10]([NH:9][C:8]([NH:7][C:6]2[CH:1]=[CH:2][C:3]([Cl:34])=[CH:4][CH:5]=2)=[NH:33])=[NH:32])=[NH:20])=[NH:23])=[CH:30][CH:29]=[C:28]([Cl:31])[CH:27]=1.[C:35]([O-:48])(=[O:47])[CH2:36][CH2:37][CH2:38][CH2:39][CH2:40][CH2:41][CH2:42][CH2:43][CH2:44][CH2:45][CH3:46]. The catalyst class is: 32. (4) Reactant: [CH3:1][O:2][C:3](=[O:40])[CH2:4][CH2:5][NH:6][C:7](=[O:39])[C:8]1[CH:13]=[CH:12][C:11]([CH2:14][CH:15]([C:32]2[CH:37]=[CH:36][C:35]([Cl:38])=[CH:34][CH:33]=2)[C:16]2[S:17][CH:18]=[C:19]([C:21]3[CH:26]=[CH:25][C:24]([O:27][C:28]([F:31])([F:30])[F:29])=[CH:23][CH:22]=3)[N:20]=2)=[CH:10][CH:9]=1.BrN1C(=O)CCC1=O.C(OOC(=O)C1C=CC=CC=1)(=O)C1C=CC=CC=1.C(=O)([O-])[O-].[Li+].[Li+].[Br-].[Li+]. The catalyst class is: 717. Product: [CH3:1][O:2][C:3](=[O:40])[CH2:4][CH2:5][NH:6][C:7](=[O:39])[C:8]1[CH:13]=[CH:12][C:11]([CH:14]=[C:15]([C:32]2[CH:33]=[CH:34][C:35]([Cl:38])=[CH:36][CH:37]=2)[C:16]2[S:17][CH:18]=[C:19]([C:21]3[CH:26]=[CH:25][C:24]([O:27][C:28]([F:30])([F:31])[F:29])=[CH:23][CH:22]=3)[N:20]=2)=[CH:10][CH:9]=1. (5) Reactant: [NH2:1][C:2]1[C:7]([C:8]([F:11])([F:10])[F:9])=[CH:6][CH:5]=[CH:4][N:3]=1.[Br:12]N1C(=O)CCC1=O. Product: [Br:12][C:5]1[CH:6]=[C:7]([C:8]([F:9])([F:11])[F:10])[C:2]([NH2:1])=[N:3][CH:4]=1. The catalyst class is: 3.